From a dataset of Full USPTO retrosynthesis dataset with 1.9M reactions from patents (1976-2016). Predict the reactants needed to synthesize the given product. (1) Given the product [CH3:19][C:5]1[CH:6]=[C:7]([C:9]([F:18])([C:10]([F:12])([F:13])[F:11])[C:14]([F:15])([F:16])[F:17])[CH:8]=[C:2]([CH3:1])[C:3]=1[NH:4][C:24](=[O:25])[C:23]1[C:27]([O:34][CH3:35])=[CH:28][CH:29]=[C:30]([N+:31]([O-:33])=[O:32])[C:22]=1[O:21][CH3:20], predict the reactants needed to synthesize it. The reactants are: [CH3:1][C:2]1[CH:8]=[C:7]([C:9]([F:18])([C:14]([F:17])([F:16])[F:15])[C:10]([F:13])([F:12])[F:11])[CH:6]=[C:5]([CH3:19])[C:3]=1[NH2:4].[CH3:20][O:21][C:22]1[C:30]([N+:31]([O-:33])=[O:32])=[CH:29][CH:28]=[C:27]([O:34][CH3:35])[C:23]=1[C:24](O)=[O:25].C(N(CC)CC)C.O=C1N([ClH]P([ClH]N2CCOC2=O)=O)CCO1.C1N(P(Cl)(N2C(=O)OCC2)=O)C(=O)OC1. (2) Given the product [C:22]1([C:15]2[C:16]3[C:21](=[CH:20][CH:19]=[CH:18][CH:17]=3)[C:12]([NH:11][C:8]3[CH:7]=[N:6][C:5]([O:4][C:3]4[CH:28]=[CH:29][CH:30]=[CH:31][C:2]=4[C:35]4[CH:36]=[CH:37][N:32]=[CH:33][CH:34]=4)=[N:10][CH:9]=3)=[N:13][N:14]=2)[CH:27]=[CH:26][CH:25]=[CH:24][CH:23]=1, predict the reactants needed to synthesize it. The reactants are: Br[C:2]1[CH:31]=[CH:30][CH:29]=[CH:28][C:3]=1[O:4][C:5]1[N:10]=[CH:9][C:8]([NH:11][C:12]2[C:21]3[C:16](=[CH:17][CH:18]=[CH:19][CH:20]=3)[C:15]([C:22]3[CH:27]=[CH:26][CH:25]=[CH:24][CH:23]=3)=[N:14][N:13]=2)=[CH:7][N:6]=1.[N:32]1[CH:37]=[CH:36][C:35](B(O)O)=[CH:34][CH:33]=1.C(=O)([O-])[O-].[Na+].[Na+].O1CCOCC1. (3) Given the product [NH2:32][C@:16]12[CH2:28][CH2:27][C@@H:26]([C:29]([CH3:31])=[CH2:30])[C@@H:17]1[C@@H:18]1[C@@:13]([CH3:33])([CH2:14][CH2:15]2)[C@@:12]2([CH3:34])[C@@H:21]([C@:22]3([CH3:25])[C@@H:9]([CH2:10][CH2:11]2)[C:8]([CH3:36])([CH3:35])[C:7]([C:47]2[CH2:65][C:49]4([CH2:52][C:51]([C:59]([O:61][CH:62]([CH3:64])[CH3:63])=[O:60])([C:53]([O:55][CH:56]([CH3:57])[CH3:58])=[O:54])[CH2:50]4)[CH:48]=2)=[CH:24][CH2:23]3)[CH2:20][CH2:19]1, predict the reactants needed to synthesize it. The reactants are: FC(F)(F)S(O[C:7]1[C:8]([CH3:36])([CH3:35])[C@H:9]2[C@:22]([CH3:25])([CH2:23][CH:24]=1)[C@@H:21]1[C@:12]([CH3:34])([C@@:13]3([CH3:33])[C@H:18]([CH2:19][CH2:20]1)[C@H:17]1[C@H:26]([C:29]([CH3:31])=[CH2:30])[CH2:27][CH2:28][C@:16]1([NH2:32])[CH2:15][CH2:14]3)[CH2:11][CH2:10]2)(=O)=O.CC1(C)C(C)(C)OB([C:47]2[CH2:65][C:49]3([CH2:52][C:51]([C:59]([O:61][CH:62]([CH3:64])[CH3:63])=[O:60])([C:53]([O:55][CH:56]([CH3:58])[CH3:57])=[O:54])[CH2:50]3)[CH:48]=2)O1.O.C(=O)([O-])[O-].[Na+].[Na+]. (4) Given the product [NH2:9][C:6]1[CH:7]=[CH:8][C:3]([O:2][CH3:1])=[C:4]([CH:12]2[CH2:17][CH2:16][N:15]([C:18]([O:20][C:21]([CH3:22])([CH3:23])[CH3:24])=[O:19])[CH2:14][CH2:13]2)[CH:5]=1, predict the reactants needed to synthesize it. The reactants are: [CH3:1][O:2][C:3]1[CH:8]=[CH:7][C:6]([N+:9]([O-])=O)=[CH:5][C:4]=1[C:12]1[CH2:13][CH2:14][N:15]([C:18]([O:20][C:21]([CH3:24])([CH3:23])[CH3:22])=[O:19])[CH2:16][CH:17]=1.[H][H]. (5) Given the product [CH3:1][O:2][C:3](=[O:18])[C:4]1[CH:9]=[CH:8][CH:7]=[CH:6][C:5]=1[C:10]([N:12]1[CH2:16][C@@H:15]([O:17][S:29]([CH3:28])(=[O:31])=[O:30])[CH2:14][O:13]1)=[O:11], predict the reactants needed to synthesize it. The reactants are: [CH3:1][O:2][C:3](=[O:18])[C:4]1[CH:9]=[CH:8][CH:7]=[CH:6][C:5]=1[C:10]([N:12]1[CH2:16][C@@H:15]([OH:17])[CH2:14][O:13]1)=[O:11].C(N(CC)C(C)C)(C)C.[CH3:28][S:29](Cl)(=[O:31])=[O:30]. (6) Given the product [C:5]([C:9]1[CH:10]=[CH:11][C:12]([C:15]2[S:16][CH:17]=[C:18]([C:21]([CH3:23])=[O:22])[C:19]=2[OH:20])=[CH:13][CH:14]=1)([CH3:8])([CH3:6])[CH3:7], predict the reactants needed to synthesize it. The reactants are: C(Cl)(Cl)Cl.[C:5]([C:9]1[CH:14]=[CH:13][C:12]([CH:15]2[C:19]([OH:20])=[C:18]([C:21]([CH3:23])=[O:22])[CH2:17][S:16]2)=[CH:11][CH:10]=1)([CH3:8])([CH3:7])[CH3:6].S(Cl)(Cl)(=O)=O. (7) Given the product [I:1][C:19]#[C:18][C:12]1[CH:17]=[CH:16][CH:15]=[CH:14][CH:13]=1, predict the reactants needed to synthesize it. The reactants are: [I:1]N1C(C)(C)C(=O)N(I)C1=O.[C:12]1([C:18]#[C:19]C(O)=O)[CH:17]=[CH:16][CH:15]=[CH:14][CH:13]=1.